Dataset: Full USPTO retrosynthesis dataset with 1.9M reactions from patents (1976-2016). Task: Predict the reactants needed to synthesize the given product. (1) The reactants are: [O:1]1[CH2:6][CH2:5][CH:4]([OH:7])[CH2:3][CH2:2]1.[H-].[Na+].[Br:10][C:11]1[CH:12]=[CH:13][C:14](Cl)=[N:15][CH:16]=1.O. Given the product [Br:10][C:11]1[CH:12]=[CH:13][C:14]([O:7][CH:4]2[CH2:5][CH2:6][O:1][CH2:2][CH2:3]2)=[N:15][CH:16]=1, predict the reactants needed to synthesize it. (2) Given the product [Cl:1][C:2]1[CH:7]=[CH:6][CH:5]=[C:4]([O:8][CH3:9])[C:3]=1[CH2:10][Br:11], predict the reactants needed to synthesize it. The reactants are: [Cl:1][C:2]1[C:3]([CH3:10])=[C:4]([O:8][CH3:9])[CH:5]=[CH:6][CH:7]=1.[Br:11]N1C(=O)CCC1=O. (3) Given the product [CH3:1][C:2]1[CH:3]=[N:4][C:5]([CH2:11][S+:12]([O-:24])[C:13]2[N-:14][C:15]3[CH:16]=[CH:17][C:18]([O:22][CH3:23])=[CH:19][C:20]=3[N:21]=2)=[C:6]([CH3:10])[C:7]=1[O:8][CH3:9].[Na+:29], predict the reactants needed to synthesize it. The reactants are: [CH3:1][C:2]1[CH:3]=[N:4][C:5]([CH2:11][S+:12]([O-:24])[C:13]2[NH:14][C:15]3[CH:16]=[CH:17][C:18]([O:22][CH3:23])=[CH:19][C:20]=3[N:21]=2)=[C:6]([CH3:10])[C:7]=1[O:8][CH3:9].C(#N)C.[OH-].[Na+:29].O. (4) Given the product [I:8][C:5]1[CH:6]=[CH:7][C:2]2[N:3]([CH:10]=[C:11]([C:12]([O:14][CH2:15][CH3:16])=[O:13])[N:1]=2)[N:4]=1, predict the reactants needed to synthesize it. The reactants are: [NH2:1][C:2]1[N:3]=[N:4][C:5]([I:8])=[CH:6][CH:7]=1.Br[CH2:10][C:11](=O)[C:12]([O:14][CH2:15][CH3:16])=[O:13].P([O-])([O-])(O)=O.[Na+].[Na+]. (5) Given the product [CH2:1]([O:8][C:9]1[N:14]=[CH:13][C:12]([N:15]([CH3:36])[C:16]2[CH:21]=[CH:20][N:19]=[C:18]([NH:22][CH:23]3[CH2:28][CH2:27][NH:26][CH2:25][CH2:24]3)[N:17]=2)=[CH:11][C:10]=1[C:37]1[CH:42]=[CH:41][CH:40]=[CH:39][CH:38]=1)[C:2]1[CH:3]=[CH:4][CH:5]=[CH:6][CH:7]=1, predict the reactants needed to synthesize it. The reactants are: [CH2:1]([O:8][C:9]1[N:14]=[CH:13][C:12]([N:15]([CH3:36])[C:16]2[CH:21]=[CH:20][N:19]=[C:18]([NH:22][CH:23]3[CH2:28][CH2:27][N:26](C(OC(C)(C)C)=O)[CH2:25][CH2:24]3)[N:17]=2)=[CH:11][C:10]=1[C:37]1[CH:42]=[CH:41][CH:40]=[CH:39][CH:38]=1)[C:2]1[CH:7]=[CH:6][CH:5]=[CH:4][CH:3]=1.Cl. (6) Given the product [F:29][C:26]([F:27])([F:28])[C:23]1[CH:24]=[CH:25][C:20]([C:18]#[C:19][C:3]2[CH:2]=[N:1][CH:6]=[CH:5][CH:4]=2)=[CH:21][CH:22]=1, predict the reactants needed to synthesize it. The reactants are: [N:1]1[CH:6]=[CH:5][CH:4]=[C:3](OS(C2C=CC(C)=CC=2)(=O)=O)[CH:2]=1.[C:18]([C:20]1[CH:25]=[CH:24][C:23]([C:26]([F:29])([F:28])[F:27])=[CH:22][CH:21]=1)#[CH:19].